Dataset: Forward reaction prediction with 1.9M reactions from USPTO patents (1976-2016). Task: Predict the product of the given reaction. (1) Given the reactants [CH2:1]([N:8]1[C:13](=[O:14])[C:12](Cl)=[C:11]([Cl:16])[CH:10]=[N:9]1)[C:2]1[CH:7]=[CH:6][CH:5]=[CH:4][CH:3]=1.[O:17]1CCOC[CH2:18]1.C[O-].[Na+].CO, predict the reaction product. The product is: [CH2:1]([N:8]1[C:13](=[O:14])[C:12]([O:17][CH3:18])=[C:11]([Cl:16])[CH:10]=[N:9]1)[C:2]1[CH:7]=[CH:6][CH:5]=[CH:4][CH:3]=1. (2) Given the reactants Cl[C:2]1[N:7]=[C:6](Cl)[C:5]([F:9])=[CH:4][N:3]=1.[Cl:10][C:11]1[CH:17]=[CH:16][C:14]([NH2:15])=[CH:13][CH:12]=1, predict the reaction product. The product is: [Cl:10][C:11]1[CH:17]=[CH:16][C:14]([NH:15][C:2]2[N:7]=[C:6]([NH:15][C:14]3[CH:16]=[CH:17][C:11]([Cl:10])=[CH:12][CH:13]=3)[C:5]([F:9])=[CH:4][N:3]=2)=[CH:13][CH:12]=1. (3) Given the reactants [OH:1][C:2]1[CH:3]=[C:4]2[C:9](=[CH:10][CH:11]=1)[N:8]=[C:7]([C:12]1[CH:20]=[CH:19][C:15]([C:16](O)=[O:17])=[CH:14][CH:13]=1)[CH:6]=[CH:5]2.CCN=C=NCCCN(C)C.[C:32]([NH:39][NH2:40])([O:34][C:35]([CH3:38])([CH3:37])[CH3:36])=[O:33].CCOC(C)=O, predict the reaction product. The product is: [OH:1][C:2]1[CH:3]=[C:4]2[C:9](=[CH:10][CH:11]=1)[N:8]=[C:7]([C:12]1[CH:20]=[CH:19][C:15]([C:16]([NH:40][NH:39][C:32]([O:34][C:35]([CH3:38])([CH3:37])[CH3:36])=[O:33])=[O:17])=[CH:14][CH:13]=1)[CH:6]=[CH:5]2. (4) Given the reactants Br[C:2]1[C:3]([C:9]#[N:10])=[N:4][CH:5]=[C:6]([CH3:8])[CH:7]=1.C([O-])([O-])=O.[K+].[K+].[N:17]1[NH:18][N:19]=[CH:20][CH:21]=1, predict the reaction product. The product is: [CH3:8][C:6]1[CH:7]=[C:2]([N:18]2[N:19]=[CH:20][CH:21]=[N:17]2)[C:3]([C:9]#[N:10])=[N:4][CH:5]=1.[CH3:8][C:6]1[CH:7]=[C:2]([N:17]2[CH:21]=[CH:20][N:19]=[N:18]2)[C:3]([C:9]#[N:10])=[N:4][CH:5]=1. (5) Given the reactants C(O[C:6]([N:8]1[CH2:17][CH2:16][C:15]2[C:10](=[C:11]([C:18]([O:20][CH3:21])=[O:19])[CH:12]=[CH:13][CH:14]=2)[CH2:9]1)=O)CCC.Cl, predict the reaction product. The product is: [CH3:6][N:8]1[CH2:17][CH2:16][C:15]2[C:10](=[C:11]([C:18]([O:20][CH3:21])=[O:19])[CH:12]=[CH:13][CH:14]=2)[CH2:9]1. (6) Given the reactants [O:1]1[CH2:6][CH2:5][C:4](=O)[CH2:3][CH2:2]1.[NH2:8][C@H:9]1[CH2:13][CH2:12][N:11]([C:14]([O:16][C:17]([CH3:20])([CH3:19])[CH3:18])=[O:15])[CH2:10]1.C(O[BH-](OC(=O)C)OC(=O)C)(=O)C.[Na+], predict the reaction product. The product is: [O:1]1[CH2:6][CH2:5][CH:4]([NH:8][C@H:9]2[CH2:13][CH2:12][N:11]([C:14]([O:16][C:17]([CH3:20])([CH3:19])[CH3:18])=[O:15])[CH2:10]2)[CH2:3][CH2:2]1. (7) Given the reactants [Cl:1][C:2]1[CH:7]=[C:6](Cl)[N:5]=[CH:4][N:3]=1.[CH3:9][O-:10].[Na+], predict the reaction product. The product is: [Cl:1][C:2]1[CH:7]=[C:6]([O:10][CH3:9])[N:5]=[CH:4][N:3]=1. (8) Given the reactants [Cl:1][C:2]1[CH:3]=[C:4]([CH2:8][N:9]2[C:13](=[S:14])[NH:12][C:11]([C:15]3[CH:23]=[CH:22][C:18]([C:19](O)=[O:20])=[CH:17][CH:16]=3)=[N:10]2)[CH:5]=[CH:6][CH:7]=1.[CH3:24][S:25]([NH2:28])(=[O:27])=[O:26].Cl.CN(C)CCCN=C=NCC, predict the reaction product. The product is: [Cl:1][C:2]1[CH:3]=[C:4]([CH2:8][N:9]2[C:13](=[S:14])[NH:12][C:11]([C:15]3[CH:23]=[CH:22][C:18]([C:19]([NH:28][S:25]([CH3:24])(=[O:27])=[O:26])=[O:20])=[CH:17][CH:16]=3)=[N:10]2)[CH:5]=[CH:6][CH:7]=1. (9) Given the reactants [CH3:1][C:2]1[C:9]([F:10])=[C:8]([F:11])[C:5]([CH2:6][OH:7])=[C:4]([F:12])[C:3]=1[F:13].[C:14]([C:16]([CH3:26])=[CH:17][C@@H:18]1[C@@H:20]([C:21](O)=[O:22])[C:19]1([CH3:25])[CH3:24])#[N:15], predict the reaction product. The product is: [C:14]([C:16]([CH3:26])=[CH:17][C@@H:18]1[C@@H:20]([C:21]([O:7][CH2:6][C:5]2[C:4]([F:12])=[C:3]([F:13])[C:2]([CH3:1])=[C:9]([F:10])[C:8]=2[F:11])=[O:22])[C:19]1([CH3:25])[CH3:24])#[N:15]. (10) Given the reactants O1[C:5]2([CH2:10][CH2:9][CH:8]([O:11][C:12]3[CH:16]=[C:15]([C:17]4[CH:22]=[CH:21][C:20]([Cl:23])=[CH:19][CH:18]=4)[N:14]([C:24]4[CH:29]=[CH:28][CH:27]=[CH:26][C:25]=4[O:30][CH3:31])[N:13]=3)[CH2:7][CH2:6]2)[O:4]CC1, predict the reaction product. The product is: [Cl:23][C:20]1[CH:21]=[CH:22][C:17]([C:15]2[N:14]([C:24]3[CH:29]=[CH:28][CH:27]=[CH:26][C:25]=3[O:30][CH3:31])[N:13]=[C:12]([O:11][CH:8]3[CH2:9][CH2:10][C:5](=[O:4])[CH2:6][CH2:7]3)[CH:16]=2)=[CH:18][CH:19]=1.